From a dataset of NCI-60 drug combinations with 297,098 pairs across 59 cell lines. Regression. Given two drug SMILES strings and cell line genomic features, predict the synergy score measuring deviation from expected non-interaction effect. (1) Drug 1: C1=CN(C(=O)N=C1N)C2C(C(C(O2)CO)O)(F)F. Drug 2: CC(C)(C1=NC(=CC=C1)N2C3=NC(=NC=C3C(=O)N2CC=C)NC4=CC=C(C=C4)N5CCN(CC5)C)O. Cell line: NCIH23. Synergy scores: CSS=88.2, Synergy_ZIP=1.92, Synergy_Bliss=1.31, Synergy_Loewe=2.04, Synergy_HSA=5.52. (2) Drug 1: CC=C1C(=O)NC(C(=O)OC2CC(=O)NC(C(=O)NC(CSSCCC=C2)C(=O)N1)C(C)C)C(C)C. Drug 2: CC(C)NC(=O)C1=CC=C(C=C1)CNNC.Cl. Cell line: DU-145. Synergy scores: CSS=60.9, Synergy_ZIP=1.15, Synergy_Bliss=-1.41, Synergy_Loewe=-66.6, Synergy_HSA=-3.72. (3) Drug 1: CC1=CC2C(CCC3(C2CCC3(C(=O)C)OC(=O)C)C)C4(C1=CC(=O)CC4)C. Drug 2: C1=CC=C(C=C1)NC(=O)CCCCCCC(=O)NO. Cell line: HOP-92. Synergy scores: CSS=9.52, Synergy_ZIP=1.60, Synergy_Bliss=1.24, Synergy_Loewe=-14.1, Synergy_HSA=-6.72. (4) Drug 1: CC1=CC=C(C=C1)C2=CC(=NN2C3=CC=C(C=C3)S(=O)(=O)N)C(F)(F)F. Drug 2: CC1C(C(CC(O1)OC2CC(CC3=C2C(=C4C(=C3O)C(=O)C5=CC=CC=C5C4=O)O)(C(=O)C)O)N)O. Cell line: DU-145. Synergy scores: CSS=50.6, Synergy_ZIP=-0.486, Synergy_Bliss=0.815, Synergy_Loewe=-21.1, Synergy_HSA=2.55. (5) Drug 1: CN(C(=O)NC(C=O)C(C(C(CO)O)O)O)N=O. Drug 2: CC1C(C(CC(O1)OC2CC(CC3=C2C(=C4C(=C3O)C(=O)C5=CC=CC=C5C4=O)O)(C(=O)C)O)N)O. Cell line: BT-549. Synergy scores: CSS=37.5, Synergy_ZIP=0.986, Synergy_Bliss=-1.77, Synergy_Loewe=-4.19, Synergy_HSA=-0.287. (6) Cell line: SNB-19. Synergy scores: CSS=41.2, Synergy_ZIP=3.29, Synergy_Bliss=6.17, Synergy_Loewe=-22.3, Synergy_HSA=6.54. Drug 2: CCC1(CC2CC(C3=C(CCN(C2)C1)C4=CC=CC=C4N3)(C5=C(C=C6C(=C5)C78CCN9C7C(C=CC9)(C(C(C8N6C)(C(=O)OC)O)OC(=O)C)CC)OC)C(=O)OC)O.OS(=O)(=O)O. Drug 1: CN1CCC(CC1)COC2=C(C=C3C(=C2)N=CN=C3NC4=C(C=C(C=C4)Br)F)OC. (7) Drug 1: C1CC(=O)NC(=O)C1N2CC3=C(C2=O)C=CC=C3N. Drug 2: C1C(C(OC1N2C=C(C(=O)NC2=O)F)CO)O. Cell line: EKVX. Synergy scores: CSS=6.37, Synergy_ZIP=-2.56, Synergy_Bliss=-1.85, Synergy_Loewe=-0.446, Synergy_HSA=-0.458.